Dataset: Reaction yield outcomes from USPTO patents with 853,638 reactions. Task: Predict the reaction yield, written as a fraction of the theoretical maximum amount of product (1.0 means a 100% yield; for example, 0.34 means a 34% yield). The reactants are [H-].[Na+].[F:3][C:4]1[C:9]([O:10]COC)=[CH:8][C:7]([F:14])=[CH:6][C:5]=1[CH2:15][C:16]#[N:17].[C:18](N1C=CN=C1)(=O)[CH3:19].Cl.O.C1(C)C=CC(S(O)(=O)=O)=CC=1.Cl.[C:40]([NH:44][NH2:45])([CH3:43])([CH3:42])[CH3:41]. The catalyst is C1COCC1.ClCCl.CO.CCO.C(OCC)(=O)C. The product is [NH2:17][C:16]1[N:44]([C:40]([CH3:43])([CH3:42])[CH3:41])[N:45]=[C:18]([CH3:19])[C:15]=1[C:5]1[C:4]([F:3])=[C:9]([OH:10])[CH:8]=[C:7]([F:14])[CH:6]=1. The yield is 0.780.